From a dataset of Forward reaction prediction with 1.9M reactions from USPTO patents (1976-2016). Predict the product of the given reaction. Given the reactants [NH2:1][C:2]1[N:7]=[C:6](S)[N:5]=[C:4]([OH:9])[C:3]=1[CH2:10][CH:11]([O:15][CH2:16][CH3:17])[O:12][CH2:13][CH3:14], predict the reaction product. The product is: [NH2:1][C:2]1[N:7]=[CH:6][N:5]=[C:4]([OH:9])[C:3]=1[CH2:10][CH:11]([O:15][CH2:16][CH3:17])[O:12][CH2:13][CH3:14].